From a dataset of Reaction yield outcomes from USPTO patents with 853,638 reactions. Predict the reaction yield, written as a fraction of the theoretical maximum amount of product (1.0 means a 100% yield; for example, 0.34 means a 34% yield). (1) The product is [ClH:27].[O:15]1[C:4]2[C:3](=[CH:2][CH:7]=[CH:6][CH:5]=2)[C:12](=[O:22])[CH:13]=[CH:14]1. The catalyst is O. The reactants are O[C:2]1[CH:7]=[C:6](OC)[CH:5]=[C:4](OC)[C:3]=1[C:12](=[O:22])[CH2:13][C:14](C1C=CN=CC=1)=[O:15].C(O)(=O)C.[ClH:27].C([O-])(O)=O.[Na+]. The yield is 0.130. (2) The reactants are [Br:1][C:2]1[CH:26]=[N:25][C:5]2=[N:6][C:7]([N:12]3[CH2:15][CH:14]([N:16]([CH3:24])[C:17](=[O:23])[O:18][C:19]([CH3:22])([CH3:21])[CH3:20])[CH2:13]3)=[C:8]([NH:10][NH2:11])[N:9]=[C:4]2[CH:3]=1.[CH:27](OC)(OC)OC. The catalyst is CCOCC. The product is [Br:1][C:2]1[CH:26]=[N:25][C:5]2[N:6]=[C:7]([N:12]3[CH2:15][CH:14]([N:16]([CH3:24])[C:17](=[O:23])[O:18][C:19]([CH3:20])([CH3:21])[CH3:22])[CH2:13]3)[C:8]3[N:9]([CH:27]=[N:11][N:10]=3)[C:4]=2[CH:3]=1. The yield is 0.450. (3) The reactants are [C:1]([O:5][C:6]([NH:8][C@H:9]([C:18]([O:20][CH3:21])=[O:19])[CH2:10][C:11]1[CH:16]=[CH:15][C:14]([OH:17])=[CH:13][CH:12]=1)=[O:7])([CH3:4])([CH3:3])[CH3:2].[Br:22][CH2:23][CH2:24][CH2:25]O.C1(P(C2C=CC=CC=2)C2C=CC=CC=2)C=CC=CC=1. The catalyst is C(Cl)Cl.CCCCCCC. The product is [Br:22][CH2:23][CH2:24][CH2:25][O:17][C:14]1[CH:13]=[CH:12][C:11]([CH2:10][C@@H:9]([C:18]([O:20][CH3:21])=[O:19])[NH:8][C:6]([O:5][C:1]([CH3:3])([CH3:4])[CH3:2])=[O:7])=[CH:16][CH:15]=1. The yield is 0.950.